This data is from Reaction yield outcomes from USPTO patents with 853,638 reactions. The task is: Predict the reaction yield, written as a fraction of the theoretical maximum amount of product (1.0 means a 100% yield; for example, 0.34 means a 34% yield). (1) The reactants are I[C:2]1[CH:3]=[CH:4][C:5]2[N:6]([CH:8]=[C:9]([NH:11][C:12]([CH:14]3[CH2:16][CH2:15]3)=[O:13])[N:10]=2)[N:7]=1.[NH2:17][C:18]1[CH:19]=[C:20]([OH:26])[C:21]([Cl:25])=[CH:22][C:23]=1[F:24].C(=O)([O-])[O-].[K+].[K+]. The catalyst is CN(C)C=O. The product is [NH2:17][C:18]1[C:23]([F:24])=[CH:22][C:21]([Cl:25])=[C:20]([CH:19]=1)[O:26][C:2]1[CH:3]=[CH:4][C:5]2[N:6]([CH:8]=[C:9]([NH:11][C:12]([CH:14]3[CH2:16][CH2:15]3)=[O:13])[N:10]=2)[N:7]=1. The yield is 0.560. (2) The reactants are Cl.[F:2][C:3]1[C:8]([NH:9][C:10]2[C:15]([C:16]3[N:24]=[CH:23][N:22]=[C:21]4[C:17]=3[N:18]=[CH:19][N:20]4C3CCCCO3)=[CH:14][CH:13]=[CH:12][N:11]=2)=[C:7]([F:31])[CH:6]=[CH:5][C:4]=1[NH:32][S:33]([C:36]1[CH:40]=[C:39]([CH3:41])[O:38][C:37]=1[C:42]([F:45])([F:44])[F:43])(=[O:35])=[O:34]. No catalyst specified. The product is [N:24]1[C:16]([C:15]2[C:10]([NH:9][C:8]3[C:3]([F:2])=[C:4]([NH:32][S:33]([C:36]4[CH:40]=[C:39]([CH3:41])[O:38][C:37]=4[C:42]([F:45])([F:44])[F:43])(=[O:35])=[O:34])[CH:5]=[CH:6][C:7]=3[F:31])=[N:11][CH:12]=[CH:13][CH:14]=2)=[C:17]2[C:21]([NH:20][CH:19]=[N:18]2)=[N:22][CH:23]=1. The yield is 0.850. (3) The reactants are [CH3:1][O:2][CH2:3][C@@H:4]1[CH2:8][N:7]([C:9]([O:11][C:12]([CH3:15])([CH3:14])[CH3:13])=[O:10])[C@H:6]([C:16]2[NH:20][C:19]3[C:21]4[C:26]([CH:27]=[CH:28][C:18]=3[N:17]=2)=[CH:25][C:24]2[C:29]3[C:34]([CH2:35][O:36][C:23]=2[CH:22]=4)=[CH:33][C:32](B2OC(C)(C)C(C)(C)O2)=[CH:31][CH:30]=3)[CH2:5]1.Br[C:47]1[NH:51][C:50]([C@@H:52]2[CH2:56][CH2:55][C@H:54]([CH3:57])[N:53]2[C:58](=[O:68])[C@@H:59]([NH:63][C:64](=[O:67])[O:65][CH3:66])[CH:60]([CH3:62])[CH3:61])=[N:49][CH:48]=1.C(=O)([O-])[O-].[K+].[K+]. The catalyst is COCCOC.CN(C)C=O.[Pd].C1(P(C2C=CC=CC=2)C2C=CC=CC=2)C=CC=CC=1.C1(P(C2C=CC=CC=2)C2C=CC=CC=2)C=CC=CC=1.C1(P(C2C=CC=CC=2)C2C=CC=CC=2)C=CC=CC=1.C1(P(C2C=CC=CC=2)C2C=CC=CC=2)C=CC=CC=1.C1C=CC(P(C2C=CC=CC=2)[C-]2C=CC=C2)=CC=1.C1C=CC(P(C2C=CC=CC=2)[C-]2C=CC=C2)=CC=1.Cl[Pd]Cl.[Fe+2]. The product is [CH3:66][O:65][C:64]([NH:63][C@H:59]([C:58]([N:53]1[C@@H:54]([CH3:57])[CH2:55][CH2:56][C@H:52]1[C:50]1[NH:51][C:47]([C:32]2[CH:33]=[C:34]3[CH2:35][O:36][C:23]4[CH:22]=[C:21]5[C:26]([CH:27]=[CH:28][C:18]6[NH:17][C:16]([C@@H:6]7[CH2:5][C@H:4]([CH2:3][O:2][CH3:1])[CH2:8][N:7]7[C:9]([O:11][C:12]([CH3:13])([CH3:14])[CH3:15])=[O:10])=[N:20][C:19]=65)=[CH:25][C:24]=4[C:29]3=[CH:30][CH:31]=2)=[CH:48][N:49]=1)=[O:68])[CH:60]([CH3:62])[CH3:61])=[O:67]. The yield is 0.390.